This data is from Full USPTO retrosynthesis dataset with 1.9M reactions from patents (1976-2016). The task is: Predict the reactants needed to synthesize the given product. (1) Given the product [NH2:6][C:5]1[N:34]([C:24]2[C:23]([Cl:22])=[CH:28][C:27]([C:29]([F:30])([F:32])[F:31])=[CH:26][C:25]=2[Cl:33])[N:35]=[C:3]([S:2][CH3:1])[C:4]=1[S:7]([C:10]1[CH:15]=[CH:14][CH:13]=[C:12]([C:16]([F:18])([F:19])[F:17])[CH:11]=1)(=[O:9])=[O:8], predict the reactants needed to synthesize it. The reactants are: [CH3:1][S:2][C:3](SC)=[C:4]([S:7]([C:10]1[CH:15]=[CH:14][CH:13]=[C:12]([C:16]([F:19])([F:18])[F:17])[CH:11]=1)(=[O:9])=[O:8])[C:5]#[N:6].[Cl:22][C:23]1[CH:28]=[C:27]([C:29]([F:32])([F:31])[F:30])[CH:26]=[C:25]([Cl:33])[C:24]=1[NH:34][NH2:35].O. (2) Given the product [N:6]1[CH:7]=[CH:8][CH:9]=[C:4]([CH2:3][CH2:2][NH:1][C:11]2[CH:12]=[C:13]([CH:21]=[CH:22][CH:23]=2)[C:14]([O:16][C:17]([CH3:19])([CH3:20])[CH3:18])=[O:15])[CH:5]=1, predict the reactants needed to synthesize it. The reactants are: [NH2:1][CH2:2][CH2:3][C:4]1[CH:5]=[N:6][CH:7]=[CH:8][CH:9]=1.I[C:11]1[CH:12]=[C:13]([CH:21]=[CH:22][CH:23]=1)[C:14]([O:16][C:17]([CH3:20])([CH3:19])[CH3:18])=[O:15].CCCC[O-].[Na+].F[B-](F)(F)F.C([PH+](C(C)(C)C)C(C)(C)C)(C)(C)C.